From a dataset of Forward reaction prediction with 1.9M reactions from USPTO patents (1976-2016). Predict the product of the given reaction. (1) Given the reactants [C:1](=[O:4])([O-])[O-].[K+].[K+].[Cl:7][C:8]1[CH:13]=[CH:12][C:11](O)=[CH:10][N:9]=1.CI.CN(C)C=O, predict the reaction product. The product is: [Cl:7][C:8]1[CH:13]=[CH:12][C:11]([O:4][CH3:1])=[CH:10][N:9]=1. (2) Given the reactants [F:1][C:2]1[CH:7]=[C:6](OS(C(F)(F)F)(=O)=O)[CH:5]=[CH:4][C:3]=1[CH:16]([CH3:21])[C:17]([O:19][CH3:20])=[O:18].[CH3:22][Zn]C.CO.CCOCC, predict the reaction product. The product is: [F:1][C:2]1[CH:7]=[C:6]([CH3:22])[CH:5]=[CH:4][C:3]=1[CH:16]([CH3:21])[C:17]([O:19][CH3:20])=[O:18]. (3) Given the reactants [Br:1][C:2]1[CH:13]=[CH:12][C:11]([F:14])=[CH:10][C:3]=1[C:4](N(OC)C)=[O:5].[CH2:15]1COCC1, predict the reaction product. The product is: [Br:1][C:2]1[CH:13]=[CH:12][C:11]([F:14])=[CH:10][C:3]=1[C:4](=[O:5])[CH3:15]. (4) Given the reactants [NH:1]1[CH:5]=[CH:4][N:3]=[C:2]1[C:6]1[CH:7]=[C:8]([C:17]([O:19][CH2:20][CH3:21])=[O:18])[CH:9]=[C:10]([CH:16]=1)[C:11]([O:13][CH2:14][CH3:15])=[O:12].[H-].[Na+].[CH3:24]I, predict the reaction product. The product is: [CH3:24][N:1]1[CH:5]=[CH:4][N:3]=[C:2]1[C:6]1[CH:16]=[C:10]([C:11]([O:13][CH2:14][CH3:15])=[O:12])[CH:9]=[C:8]([CH:7]=1)[C:17]([O:19][CH2:20][CH3:21])=[O:18]. (5) Given the reactants [NH2:1][CH2:2][CH2:3][O:4][C:5]1[CH:6]=[C:7]([CH:32]=[CH:33][CH:34]=1)[C:8]([N:10]1[CH2:15][CH2:14][CH:13]([CH2:16][C:17]2([CH3:31])[S:21][C:20]([NH:22][C@H:23]3[CH2:28][CH:27]4[CH2:29][CH:24]3[CH2:25][CH2:26]4)=[N:19][C:18]2=[O:30])[CH2:12][CH2:11]1)=[O:9].C([O-])([O-])=O.[K+].[K+].Cl[CH2:42][CH2:43][O:44][CH2:45][CH2:46]Cl.C([O-])(O)=O.[Na+], predict the reaction product. The product is: [CH:24]12[CH2:29][CH:27]([CH2:26][CH2:25]1)[CH2:28][C@@H:23]2[NH:22][C:20]1[S:21][C:17]([CH3:31])([CH2:16][CH:13]2[CH2:14][CH2:15][N:10]([C:8](=[O:9])[C:7]3[CH:32]=[CH:33][CH:34]=[C:5]([O:4][CH2:3][CH2:2][N:1]4[CH2:46][CH2:45][O:44][CH2:43][CH2:42]4)[CH:6]=3)[CH2:11][CH2:12]2)[C:18](=[O:30])[N:19]=1. (6) Given the reactants [CH3:1][S:2][C:3]1[CH:8]=[CH:7][CH:6]=[CH:5][C:4]=1[NH:9][C:10](=[O:12])[CH3:11].C1C=C(Cl)C=C(C(OO)=[O:21])C=1.C([O-])(O)=O.[Na+], predict the reaction product. The product is: [CH3:1][S:2]([C:3]1[CH:8]=[CH:7][CH:6]=[CH:5][C:4]=1[NH:9][C:10](=[O:12])[CH3:11])=[O:21].